Dataset: Reaction yield outcomes from USPTO patents with 853,638 reactions. Task: Predict the reaction yield, written as a fraction of the theoretical maximum amount of product (1.0 means a 100% yield; for example, 0.34 means a 34% yield). The reactants are [CH2:1]([C:3]1[C:11]2[CH:10]=[N:9][CH:8]=[N:7][C:6]=2[N:5]([C@@H:12]2[O:16][C@H:15]([CH2:17][OH:18])[C@@H:14]([OH:19])[CH2:13]2)[CH:4]=1)[CH3:2].C(C1C=C(C)C=C(C(C)(C)C)N=1)(C)(C)C.[C:35]([O:39][C:40](=[O:46])[NH:41][S:42](Cl)(=[O:44])=[O:43])([CH3:38])([CH3:37])[CH3:36]. The catalyst is C(C#N)(C)=O. The product is [C:35]([O:39][C:40](=[O:46])[NH:41][S:42]([O:18][CH2:17][C@@H:15]1[C@@H:14]([OH:19])[CH2:13][C@H:12]([N:5]2[C:6]3[N:7]=[CH:8][N:9]=[CH:10][C:11]=3[C:3]([CH2:1][CH3:2])=[CH:4]2)[O:16]1)(=[O:44])=[O:43])([CH3:38])([CH3:36])[CH3:37]. The yield is 0.290.